This data is from Reaction yield outcomes from USPTO patents with 853,638 reactions. The task is: Predict the reaction yield, written as a fraction of the theoretical maximum amount of product (1.0 means a 100% yield; for example, 0.34 means a 34% yield). (1) The reactants are [CH2:1]([O:3][C:4]([CH:6]1[C:10](O)([CH3:11])[CH2:9][CH2:8][N:7]1[S:13]([C:16]1[CH:21]=[CH:20][C:19]([CH3:22])=[CH:18][CH:17]=1)(=[O:15])=[O:14])=[O:5])[CH3:2].O=P(Cl)(Cl)Cl. The catalyst is N1C=CC=CC=1. The product is [CH2:1]([O:3][C:4]([CH:6]1[C:10]([CH3:11])=[CH:9][CH2:8][N:7]1[S:13]([C:16]1[CH:21]=[CH:20][C:19]([CH3:22])=[CH:18][CH:17]=1)(=[O:14])=[O:15])=[O:5])[CH3:2]. The yield is 0.880. (2) The reactants are [O:1]1[CH2:5][CH2:4][O:3][CH:2]1[C:6]1[CH:13]=[CH:12][C:9]([CH:10]=O)=[CH:8][CH:7]=1.[NH2:14][C:15]1[CH:20]=[CH:19][CH:18]=[CH:17][CH:16]=1.C(O)(=O)C.C(O[BH-](OC(=O)C)OC(=O)C)(=O)C.[Na+]. The catalyst is O1CCCC1. The product is [O:1]1[CH2:5][CH2:4][O:3][CH:2]1[C:6]1[CH:13]=[CH:12][C:9]([CH2:10][NH:14][C:15]2[CH:20]=[CH:19][CH:18]=[CH:17][CH:16]=2)=[CH:8][CH:7]=1. The yield is 0.460. (3) The reactants are [CH:1]1[C:6]([NH2:7])=[CH:5][CH:4]=[C:3]([S:8]([NH:11][C:12]2[S:16][CH:15]=[CH:14][N:13]=2)(=[O:10])=[O:9])[CH:2]=1.C[Al](C)C.[Si:21]([O:38][C@@H:39]1[CH2:43][CH2:42][O:41][C:40]1=[O:44])([C:34]([CH3:37])([CH3:36])[CH3:35])([C:28]1[CH:33]=[CH:32][CH:31]=[CH:30][CH:29]=1)[C:22]1[CH:27]=[CH:26][CH:25]=[CH:24][CH:23]=1. The catalyst is C(Cl)Cl. The product is [Si:21]([O:38][C@H:39]([CH2:43][CH2:42][OH:41])[C:40]([NH:7][C:6]1[CH:1]=[CH:2][C:3]([S:8](=[O:10])(=[O:9])[NH:11][C:12]2[S:16][CH:15]=[CH:14][N:13]=2)=[CH:4][CH:5]=1)=[O:44])([C:34]([CH3:37])([CH3:36])[CH3:35])([C:28]1[CH:33]=[CH:32][CH:31]=[CH:30][CH:29]=1)[C:22]1[CH:23]=[CH:24][CH:25]=[CH:26][CH:27]=1. The yield is 0.950. (4) The product is [CH3:13][C:7]1[CH:8]=[CH:9][CH:10]=[C:11]2[C:6]=1[C:5](=[O:14])[N:4]([C:15]1[CH:20]=[CH:19][CH:18]=[CH:17][C:16]=1[CH3:21])[C:3]([CH:2]=[O:1])=[CH:12]2. The reactants are [OH:1][CH2:2][C:3]1[N:4]([C:15]2[CH:20]=[CH:19][CH:18]=[CH:17][C:16]=2[CH3:21])[C:5](=[O:14])[C:6]2[C:11]([CH:12]=1)=[CH:10][CH:9]=[CH:8][C:7]=2[CH3:13]. The catalyst is C(Cl)Cl.O=[Mn]=O. The yield is 0.900. (5) The reactants are [F:1][C:2]1[CH:9]=[CH:8][C:5]([CH:6]=O)=[CH:4][CH:3]=1.[C:10](#[N:14])[CH2:11][C:12]#[N:13].C(N(CC)CC)C.[CH3:22][N:23]1[C:27](=[O:28])[CH2:26][C:25]([CH3:29])=[N:24]1. The catalyst is C(O)C. The product is [NH2:13][C:12]1[O:28][C:27]2[N:23]([CH3:22])[N:24]=[C:25]([CH3:29])[C:26]=2[CH:6]([C:5]2[CH:8]=[CH:9][C:2]([F:1])=[CH:3][CH:4]=2)[C:11]=1[C:10]#[N:14]. The yield is 0.410. (6) The reactants are [C:1]([O:5][C:6]([N:8]1[CH2:13][CH:12]=[C:11]([C:14]2[CH:38]=[CH:37][C:17]3[C:18]4[N:22]([CH2:23][CH2:24][O:25][C:16]=3[CH:15]=2)[CH:21]=[C:20]([C:26]2[N:27]([CH:34]([CH3:36])[CH3:35])[N:28]=[C:29]([CH2:31][O:32][CH3:33])[N:30]=2)[N:19]=4)[CH2:10][CH2:9]1)=[O:7])([CH3:4])([CH3:3])[CH3:2]. The catalyst is [Pd]. The product is [C:1]([O:5][C:6]([N:8]1[CH2:9][CH2:10][CH:11]([C:14]2[CH:38]=[CH:37][C:17]3[C:18]4[N:22]([CH2:23][CH2:24][O:25][C:16]=3[CH:15]=2)[CH:21]=[C:20]([C:26]2[N:27]([CH:34]([CH3:35])[CH3:36])[N:28]=[C:29]([CH2:31][O:32][CH3:33])[N:30]=2)[N:19]=4)[CH2:12][CH2:13]1)=[O:7])([CH3:3])([CH3:2])[CH3:4]. The yield is 0.720. (7) The reactants are [Cl:1][C:2]1[C:3](F)=[N:4][CH:5]=[C:6]([O:8][CH2:9][CH2:10][CH:11]2[O:15][CH2:14][CH2:13][O:12]2)[CH:7]=1.CC(C)([O-])C.[K+].[CH3:23][N:24]1[CH:28]=[CH:27][C:26]([NH:29][C:30]2[C:39]3[C:34](=[CH:35][CH:36]=[C:37]([OH:40])[CH:38]=3)[N:33]=[CH:32][N:31]=2)=[N:25]1.[Cl-].[NH4+]. The catalyst is CN(C)C(=O)C. The product is [Cl:1][C:2]1[C:3]([O:40][C:37]2[CH:38]=[C:39]3[C:34](=[CH:35][CH:36]=2)[N:33]=[CH:32][N:31]=[C:30]3[NH:29][C:26]2[CH:27]=[CH:28][N:24]([CH3:23])[N:25]=2)=[N:4][CH:5]=[C:6]([O:8][CH2:9][CH2:10][CH:11]2[O:15][CH2:14][CH2:13][O:12]2)[CH:7]=1. The yield is 0.730. (8) The reactants are [N+:1]([C:4]1[CH:18]=[CH:17][C:7]([CH2:8][P:9](=[O:16])([O:13][CH2:14][CH3:15])[O:10][CH2:11][CH3:12])=[CH:6][CH:5]=1)([O-])=O.[NH4+].[Cl-]. The catalyst is C(O)C.O.[Fe]. The product is [NH2:1][C:4]1[CH:5]=[CH:6][C:7]([CH2:8][P:9](=[O:16])([O:10][CH2:11][CH3:12])[O:13][CH2:14][CH3:15])=[CH:17][CH:18]=1. The yield is 0.560.